Dataset: Catalyst prediction with 721,799 reactions and 888 catalyst types from USPTO. Task: Predict which catalyst facilitates the given reaction. (1) Reactant: [O:1]1[CH:5]=[CH:4][CH:3]=[C:2]1[C:6](Cl)=[O:7].Cl.CN.C[CH2:13][N:14](CC)CC. Product: [CH3:13][NH:14][C:6]([C:2]1[O:1][CH:5]=[CH:4][CH:3]=1)=[O:7]. The catalyst class is: 2. (2) Reactant: [N:1]1([N:9]2[CH2:14][CH2:13][CH2:12][CH2:11][CH2:10]2)[CH2:6][CH2:5][C:4](=O)[CH2:3][C:2]1=[O:8].[Cl:15][C:16]1[CH:22]=[C:21]([Cl:23])[CH:20]=[CH:19][C:17]=1[NH2:18].O. Product: [Cl:15][C:16]1[CH:22]=[C:21]([Cl:23])[CH:20]=[CH:19][C:17]=1[NH:18][C:4]1[CH2:5][CH2:6][N:1]([N:9]2[CH2:14][CH2:13][CH2:12][CH2:11][CH2:10]2)[C:2](=[O:8])[CH:3]=1. The catalyst class is: 504.